Dataset: CYP1A2 inhibition data for predicting drug metabolism from PubChem BioAssay. Task: Regression/Classification. Given a drug SMILES string, predict its absorption, distribution, metabolism, or excretion properties. Task type varies by dataset: regression for continuous measurements (e.g., permeability, clearance, half-life) or binary classification for categorical outcomes (e.g., BBB penetration, CYP inhibition). Dataset: cyp1a2_veith. (1) The drug is C[C@@H]1O[C@H](OC2[C@@H](O)[C@H](O)C(O)[C@H](O)[C@H]2O)[C@@H](N)C[C@@H]1N=C(N)C(=O)O. The result is 0 (non-inhibitor). (2) The molecule is CC(C)OCC(O)CN1CCNCC1.Cl. The result is 0 (non-inhibitor). (3) The drug is CCc1cc2c(NCc3ccco3)ncnc2s1.Cl. The result is 1 (inhibitor). (4) The drug is COc1ccccc1-c1nccc(NCc2ccccc2)n1. The result is 1 (inhibitor). (5) The molecule is CCCCN1CCC(CCC(=O)c2cc(Cl)c(N)cc2OC)CC1. The result is 0 (non-inhibitor). (6) The compound is N[C@@H](Cc1[nH]nc2ccccc12)C(=O)O. The result is 0 (non-inhibitor). (7) The compound is CCOCc1cnc(C)nc1NCC(=O)c1c(C)[nH]c2ccccc12. The result is 0 (non-inhibitor).